The task is: Predict which catalyst facilitates the given reaction.. This data is from Catalyst prediction with 721,799 reactions and 888 catalyst types from USPTO. (1) The catalyst class is: 13. Product: [Br:8][C:9]1[C:18]([O:19][S:20]([C:23]([F:26])([F:24])[F:25])(=[O:21])=[O:22])=[CH:17][C:12]([C:13]([O:15][CH3:16])=[O:14])=[CH:11][C:10]=1[O:7][CH3:6]. Reactant: CI.CN([CH:6]=[O:7])C.[Br:8][C:9]1[C:18]([O:19][S:20]([C:23]([F:26])([F:25])[F:24])(=[O:22])=[O:21])=[CH:17][C:12]([C:13]([O:15][CH3:16])=[O:14])=[CH:11][C:10]=1O.C(=O)([O-])[O-].[K+].[K+]. (2) Reactant: [C:1]([O:5][C:6](=[O:28])[NH:7][C@H:8]([C:10]1[N:11]([C:22]2[CH:27]=[CH:26][CH:25]=[CH:24][CH:23]=2)[C:12](=[O:21])[C:13]2[C:18]([CH:19]=1)=[CH:17][CH:16]=[CH:15][C:14]=2Cl)[CH3:9])([CH3:4])([CH3:3])[CH3:2].[CH3:29][N:30]1[CH:34]=[C:33](B2OC(C)(C)C(C)(C)O2)[CH:32]=[N:31]1.C(=O)([O-])[O-].[Na+].[Na+]. Product: [C:1]([O:5][C:6](=[O:28])[NH:7][C@H:8]([C:10]1[N:11]([C:22]2[CH:27]=[CH:26][CH:25]=[CH:24][CH:23]=2)[C:12](=[O:21])[C:13]2[C:18]([CH:19]=1)=[CH:17][CH:16]=[CH:15][C:14]=2[C:33]1[CH:32]=[N:31][N:30]([CH3:29])[CH:34]=1)[CH3:9])([CH3:4])([CH3:3])[CH3:2]. The catalyst class is: 395. (3) Reactant: [Br:1][C:2]1[CH:30]=[CH:29][C:5]([CH2:6][C@@H:7]([C:26]([OH:28])=O)[NH:8][C:9]([C@H:11]2[CH2:16][CH2:15][C@H:14]([CH2:17][NH:18][C:19]([O:21][C:22]([CH3:25])([CH3:24])[CH3:23])=[O:20])[CH2:13][CH2:12]2)=[O:10])=[CH:4][CH:3]=1.[NH2:31][C:32]1[CH:37]=[CH:36][C:35]([C:38]2[N:42]([C:43]([O:45][C:46]([CH3:49])([CH3:48])[CH3:47])=[O:44])[NH:41][C:40](=[O:50])[CH:39]=2)=[CH:34][CH:33]=1.C(N(CC)C(C)C)(C)C.C(P1(=O)OP(=O)(CCC)OP(=O)(CCC)O1)CC. Product: [Br:1][C:2]1[CH:3]=[CH:4][C:5]([CH2:6][C@@H:7]([C:26]([NH:31][C:32]2[CH:37]=[CH:36][C:35]([C:38]3[N:42]([C:43]([O:45][C:46]([CH3:48])([CH3:47])[CH3:49])=[O:44])[NH:41][C:40](=[O:50])[CH:39]=3)=[CH:34][CH:33]=2)=[O:28])[NH:8][C:9]([C@H:11]2[CH2:16][CH2:15][C@H:14]([CH2:17][NH:18][C:19]([O:21][C:22]([CH3:25])([CH3:23])[CH3:24])=[O:20])[CH2:13][CH2:12]2)=[O:10])=[CH:29][CH:30]=1. The catalyst class is: 434. (4) Reactant: CI.[Cl:3][C:4]1[S:5][C:6]2[C:7]([N:19]=1)=[CH:8][C:9]1[C:10]([CH3:18])=[CH:11][C:12]([CH3:17])([CH3:16])[NH:13][C:14]=1[CH:15]=2.[C:20]([O-])([O-])=O.[K+].[K+].O. Product: [Cl:3][C:4]1[S:5][C:6]2[C:7]([N:19]=1)=[CH:8][C:9]1[C:10]([CH3:18])=[CH:11][C:12]([CH3:16])([CH3:17])[N:13]([CH3:20])[C:14]=1[CH:15]=2. The catalyst class is: 3. (5) Reactant: [CH2:1]([O:3][C:4](=[O:17])[C:5](=O)[CH2:6][C:7]([C:9]1[CH:14]=[CH:13][CH:12]=[C:11]([Cl:15])[CH:10]=1)=[O:8])[CH3:2].[NH2:18]O.O.Cl. Product: [Cl:15][C:11]1[CH:10]=[C:9]([C:7]2[O:8][N:18]=[C:5]([C:4]([O:3][CH2:1][CH3:2])=[O:17])[CH:6]=2)[CH:14]=[CH:13][CH:12]=1. The catalyst class is: 8. (6) Reactant: [C:1]([O:5][C:6]([N:8]1[CH2:13][CH2:12][CH:11]([O:14][C:15]2[C:16]([C:32](OC)=[O:33])=[N:17][N:18]([C:22]3[CH:27]=[CH:26][C:25]([S:28]([CH3:31])(=[O:30])=[O:29])=[CH:24][CH:23]=3)[C:19](=[O:21])[CH:20]=2)[CH2:10][CH2:9]1)=[O:7])([CH3:4])([CH3:3])[CH3:2].[BH4-].[Na+].CCOC(C)=O.O. Product: [OH:33][CH2:32][C:16]1[C:15]([O:14][CH:11]2[CH2:10][CH2:9][N:8]([C:6]([O:5][C:1]([CH3:4])([CH3:3])[CH3:2])=[O:7])[CH2:13][CH2:12]2)=[CH:20][C:19](=[O:21])[N:18]([C:22]2[CH:23]=[CH:24][C:25]([S:28]([CH3:31])(=[O:30])=[O:29])=[CH:26][CH:27]=2)[N:17]=1. The catalyst class is: 36. (7) Product: [C:3]([O:6][C:7]1[CH:23]=[CH:22][CH:21]=[CH:20][C:8]=1[C:9]([O:11][C:12]1[CH:17]=[CH:16][CH:15]=[C:14]([CH2:18][OH:19])[CH:13]=1)=[O:10])(=[O:5])[CH3:4]. The catalyst class is: 36. Reactant: [BH4-].[Na+].[C:3]([O:6][C:7]1[CH:23]=[CH:22][CH:21]=[CH:20][C:8]=1[C:9]([O:11][C:12]1[CH:17]=[CH:16][CH:15]=[C:14]([CH:18]=[O:19])[CH:13]=1)=[O:10])(=[O:5])[CH3:4]. (8) Reactant: [O:1]1[CH2:6][CH:5]=[N:4][C:3]2[N:7]=[CH:8][CH:9]=[CH:10][C:2]1=2.[C:11](O[C:11]([O:13][C:14]([CH3:17])([CH3:16])[CH3:15])=[O:12])([O:13][C:14]([CH3:17])([CH3:16])[CH3:15])=[O:12].[Li+].C[Si]([N-][Si](C)(C)C)(C)C. Product: [C:14]([O:13][C:11]([N:4]1[CH2:5][CH2:6][O:1][C:2]2[CH:10]=[CH:9][CH:8]=[N:7][C:3]1=2)=[O:12])([CH3:17])([CH3:16])[CH3:15]. The catalyst class is: 1.